Dataset: Reaction yield outcomes from USPTO patents with 853,638 reactions. Task: Predict the reaction yield, written as a fraction of the theoretical maximum amount of product (1.0 means a 100% yield; for example, 0.34 means a 34% yield). (1) The reactants are [CH:1]1(/[CH:6]=[CH:7]/[CH:8]=[O:9])[CH2:5][CH2:4][CH2:3][CH2:2]1.[N+](C1C=CC(C(O)=O)=CC=1)([O-])=O.C1(C)C=CC=CC=1.[NH:29]1[CH:33]=[C:32]([C:34]2[C:35]3[CH:42]=[CH:41][N:40]([CH2:43][O:44][CH2:45][CH2:46][Si:47]([CH3:50])([CH3:49])[CH3:48])[C:36]=3[N:37]=[CH:38][N:39]=2)[CH:31]=[N:30]1. No catalyst specified. The product is [CH:1]1([C@H:6]([N:29]2[CH:33]=[C:32]([C:34]3[C:35]4[CH:42]=[CH:41][N:40]([CH2:43][O:44][CH2:45][CH2:46][Si:47]([CH3:50])([CH3:49])[CH3:48])[C:36]=4[N:37]=[CH:38][N:39]=3)[CH:31]=[N:30]2)[CH2:7][CH:8]=[O:9])[CH2:5][CH2:4][CH2:3][CH2:2]1. The yield is 0.838. (2) The reactants are Br[C:2]1[CH:3]=[CH:4][C:5]([N:8]2[CH2:14][CH2:13][CH2:12][N:11]([C:15]3[CH:20]=[CH:19][C:18](Br)=[CH:17][N:16]=3)[CH2:10][CH2:9]2)=[N:6][CH:7]=1.[F:22][C:23]([F:34])([F:33])[C:24]1[CH:29]=[CH:28][C:27](B(O)O)=[CH:26][CH:25]=1. No catalyst specified. The product is [F:22][C:23]([F:34])([F:33])[C:24]1[CH:29]=[CH:28][C:27]([C:2]2[CH:3]=[CH:4][C:5]([N:8]3[CH2:14][CH2:13][CH2:12][N:11]([C:15]4[CH:20]=[CH:19][C:18]([C:27]5[CH:28]=[CH:29][C:24]([C:23]([F:34])([F:33])[F:22])=[CH:25][CH:26]=5)=[CH:17][N:16]=4)[CH2:10][CH2:9]3)=[N:6][CH:7]=2)=[CH:26][CH:25]=1. The yield is 0.400. (3) The reactants are [CH3:1][O:2][C:3]1[CH:4]=[C:5]([NH:11][C:12]2[N:21]=[CH:20][CH:19]=[CH:18][C:13]=2[C:14]([NH:16][NH2:17])=O)[CH:6]=[C:7]([O:9][CH3:10])[CH:8]=1.CS[C:24](=[NH:35])[NH:25][C:26]1[CH:31]=[CH:30][CH:29]=[C:28]([N+:32]([O-:34])=[O:33])[CH:27]=1.I.COC1C=C(NC(=N)SC)C=C(OC)C=1.O. The catalyst is N1C=CC=CC=1. The product is [CH3:1][O:2][C:3]1[CH:4]=[C:5]([NH:11][C:12]2[C:13]([C:14]3[NH:35][C:24]([NH:25][C:26]4[CH:31]=[CH:30][CH:29]=[C:28]([N+:32]([O-:34])=[O:33])[CH:27]=4)=[N:17][N:16]=3)=[CH:18][CH:19]=[CH:20][N:21]=2)[CH:6]=[C:7]([O:9][CH3:10])[CH:8]=1. The yield is 0.540. (4) The yield is 0.608. The reactants are [F:1][C:2]1[CH:7]=[CH:6][C:5]([F:8])=[CH:4][C:3]=1[S:9]([NH:12][C:13]1[CH:14]=[C:15]([CH:20]=[CH:21][C:22]=1[F:23])[C:16]([O:18]C)=O)(=[O:11])=[O:10].[Li+].C[Si]([N-][Si](C)(C)C)(C)C.[Cl:34][C:35]1[N:40]=[C:39]([CH3:41])[CH:38]=[CH:37][N:36]=1. The product is [Cl:34][C:35]1[N:40]=[C:39]([CH2:41][C:16]([C:15]2[CH:20]=[CH:21][C:22]([F:23])=[C:13]([NH:12][S:9]([C:3]3[CH:4]=[C:5]([F:8])[CH:6]=[CH:7][C:2]=3[F:1])(=[O:10])=[O:11])[CH:14]=2)=[O:18])[CH:38]=[CH:37][N:36]=1. The catalyst is C1COCC1.